From a dataset of Peptide-MHC class II binding affinity with 134,281 pairs from IEDB. Regression. Given a peptide amino acid sequence and an MHC pseudo amino acid sequence, predict their binding affinity value. This is MHC class II binding data. (1) The peptide sequence is YDKFLANVRTVLTGK. The MHC is DRB1_0404 with pseudo-sequence DRB1_0404. The binding affinity (normalized) is 0.703. (2) The peptide sequence is GFKVAATAANAAPAN. The MHC is HLA-DPA10103-DPB10301 with pseudo-sequence HLA-DPA10103-DPB10301. The binding affinity (normalized) is 0.626. (3) The peptide sequence is IEGITLLNAKFFHMN. The MHC is HLA-DPA10201-DPB10501 with pseudo-sequence HLA-DPA10201-DPB10501. The binding affinity (normalized) is 0.416. (4) The MHC is HLA-DPA10201-DPB10501 with pseudo-sequence HLA-DPA10201-DPB10501. The peptide sequence is NFTVGRIIELFTAKG. The binding affinity (normalized) is 0.153. (5) The peptide sequence is FDLRAQGINLIIHYV. The MHC is HLA-DPA10103-DPB10401 with pseudo-sequence HLA-DPA10103-DPB10401. The binding affinity (normalized) is 0.607. (6) The peptide sequence is KIFGSLAFLPESFDGDPA. The MHC is HLA-DQA10501-DQB10301 with pseudo-sequence HLA-DQA10501-DQB10301. The binding affinity (normalized) is 0.804. (7) The peptide sequence is QQWIQFMMSRRRLLA. The MHC is DRB5_0101 with pseudo-sequence DRB5_0101. The binding affinity (normalized) is 0.720. (8) The peptide sequence is INEPTAAAAAYGLDR. The MHC is HLA-DQA10102-DQB10602 with pseudo-sequence HLA-DQA10102-DQB10602. The binding affinity (normalized) is 0.702.